Predict the reaction yield, written as a fraction of the theoretical maximum amount of product (1.0 means a 100% yield; for example, 0.34 means a 34% yield). From a dataset of Reaction yield outcomes from USPTO patents with 853,638 reactions. The yield is 0.520. The reactants are [N+:1]([C:4]1[CH:12]=[CH:11][CH:10]=[C:9]2[C:5]=1[CH:6]=[N:7][N:8]2[CH2:13][CH:14]1[CH2:19][CH2:18][CH2:17][NH:16][CH2:15]1)([O-:3])=[O:2].C(N(CC)CC)C.[C:27](OC(=O)C)(=[O:29])[CH3:28]. The catalyst is C(Cl)Cl. The product is [N+:1]([C:4]1[CH:12]=[CH:11][CH:10]=[C:9]2[C:5]=1[CH:6]=[N:7][N:8]2[CH2:13][CH:14]1[CH2:19][CH2:18][CH2:17][N:16]([C:27](=[O:29])[CH3:28])[CH2:15]1)([O-:3])=[O:2].